This data is from Reaction yield outcomes from USPTO patents with 853,638 reactions. The task is: Predict the reaction yield, written as a fraction of the theoretical maximum amount of product (1.0 means a 100% yield; for example, 0.34 means a 34% yield). (1) The reactants are Cl.[C:2]([CH2:4][C:5](=[NH:9])OCC)#[N:3].[CH:10]([NH:13][CH2:14][CH2:15]N)([CH3:12])[CH3:11].C([O-])(O)=O.[Na+]. The catalyst is C(Cl)Cl. The product is [CH:10]([N:13]1[CH2:14][CH2:15][N:9]=[C:5]1[CH2:4][C:2]#[N:3])([CH3:12])[CH3:11]. The yield is 0.620. (2) The catalyst is C1COCC1. The yield is 0.604. The product is [Cl:24][C:25]1[CH:26]=[C:27]([C:32]([OH:37])([C:33]([F:34])([F:35])[F:36])[CH2:10][C:9]([C:12]2[S:16][C:15]([C:17]([O:19][CH3:2])=[O:18])=[C:14]3[CH2:20][CH2:21][CH2:22][CH2:23][C:13]=23)=[O:11])[CH:28]=[C:29]([Cl:31])[CH:30]=1. The reactants are [Li+].[CH3:2]C([N-]C(C)C)C.[C:9]([C:12]1[S:16][C:15]([C:17]([O-:19])=[O:18])=[C:14]2[CH2:20][CH2:21][CH2:22][CH2:23][C:13]=12)(=[O:11])[CH3:10].[Cl:24][C:25]1[CH:26]=[C:27]([C:32](=[O:37])[C:33]([F:36])([F:35])[F:34])[CH:28]=[C:29]([Cl:31])[CH:30]=1. (3) The reactants are [F:1][C:2]1[C:7]2[N:8]=[N:9][S:10][C:6]=2[CH:5]=[C:4](C(O)=O)[C:3]=1[NH:14][C:15]1[CH:20]=[CH:19][C:18]([I:21])=[CH:17][C:16]=1[F:22].C1C=CC(P(N=[N+]=[N-])(C2C=CC=CC=2)=[O:30])=CC=1.C([N:42]([CH2:45]C)CC)C. The catalyst is CC(O)(C)C. The product is [F:1][C:2]1[C:7]2[N:8]=[N:9][S:10][C:6]=2[CH:5]=[C:4]2[NH:42][C:45](=[O:30])[N:14]([C:15]3[CH:20]=[CH:19][C:18]([I:21])=[CH:17][C:16]=3[F:22])[C:3]=12. The yield is 0.839. (4) The yield is 0.900. The product is [Br:27][C:25]1[CH:26]=[C:21]([NH:1][C:2]2[N:7]=[CH:6][C:5]([O:8][CH:9]3[CH2:12][N:11]([C:13]([O:15][C:16]([CH3:19])([CH3:18])[CH3:17])=[O:14])[CH2:10]3)=[CH:4][CH:3]=2)[C:22](=[O:29])[N:23]([CH3:28])[CH:24]=1. The reactants are [NH2:1][C:2]1[N:7]=[CH:6][C:5]([O:8][CH:9]2[CH2:12][N:11]([C:13]([O:15][C:16]([CH3:19])([CH3:18])[CH3:17])=[O:14])[CH2:10]2)=[CH:4][CH:3]=1.Br[C:21]1[C:22](=[O:29])[N:23]([CH3:28])[CH:24]=[C:25]([Br:27])[CH:26]=1.C([O-])([O-])=O.[Cs+].[Cs+]. The catalyst is C1C=CC(/C=C/C(/C=C/C2C=CC=CC=2)=O)=CC=1.C1C=CC(/C=C/C(/C=C/C2C=CC=CC=2)=O)=CC=1.C1C=CC(/C=C/C(/C=C/C2C=CC=CC=2)=O)=CC=1.[Pd].[Pd].CC1(C)C2C(=C(P(C3C=CC=CC=3)C3C=CC=CC=3)C=CC=2)OC2C(P(C3C=CC=CC=3)C3C=CC=CC=3)=CC=CC1=2.O1CCOCC1. (5) The reactants are [Cl-].[CH3:2][O:3][C:4]1[CH:9]=[CH:8][C:7]([C:10](=[O:13])[CH2:11][NH3+:12])=[CH:6][CH:5]=1.[CH3:14][O:15][C:16]1[CH:17]=[C:18]([CH:22]=[CH:23][CH:24]=1)[C:19](Cl)=[O:20].C(N(CC)CC)C. The catalyst is CCOCC. The product is [CH3:14][O:15][C:16]1[CH:17]=[C:18]([CH:22]=[CH:23][CH:24]=1)[C:19]([NH:12][CH2:11][C:10]([C:7]1[CH:6]=[CH:5][C:4]([O:3][CH3:2])=[CH:9][CH:8]=1)=[O:13])=[O:20]. The yield is 0.950. (6) The reactants are CN[OH:3].Cl.C[O-].[Na+].[Br:8][C:9]1[CH:17]=[C:16]2[C:12]([CH2:13][C:14]3([CH2:34][CH2:33][CH:32]([O:35][CH3:36])[CH2:31][CH2:30]3)[C:15]2([NH:23][S:24]([C:26]([CH3:29])([CH3:28])[CH3:27])=[O:25])[C:18]([O:20][CH2:21][CH3:22])=C)=[CH:11][CH:10]=1. The catalyst is CO. The product is [Br:8][C:9]1[CH:17]=[C:16]2[C:12]([CH2:13][C:14]3([CH2:34][CH2:33][CH:32]([O:35][CH3:36])[CH2:31][CH2:30]3)[C:15]2([NH:23][S:24]([C:26]([CH3:28])([CH3:29])[CH3:27])=[O:25])[C:18]([O:20][CH2:21][CH3:22])=[O:3])=[CH:11][CH:10]=1. The yield is 0.680. (7) The reactants are Cl[C:2]1[C:3](=[O:18])[N:4]([CH:15]([CH3:17])[CH3:16])[S:5](=[O:14])(=[O:13])[C:6]=1[C:7]1[CH:12]=[CH:11][CH:10]=[CH:9][CH:8]=1.[F:19][C:20]([F:35])([F:34])[C:21]1[CH:26]=[CH:25][N:24]=[C:23]([N:27]2[CH2:32][CH2:31][CH:30]([NH2:33])[CH2:29][CH2:28]2)[N:22]=1. The catalyst is CC#N. The product is [CH:15]([N:4]1[C:3](=[O:18])[C:2]([NH:33][CH:30]2[CH2:29][CH2:28][N:27]([C:23]3[N:22]=[C:21]([C:20]([F:35])([F:34])[F:19])[CH:26]=[CH:25][N:24]=3)[CH2:32][CH2:31]2)=[C:6]([C:7]2[CH:12]=[CH:11][CH:10]=[CH:9][CH:8]=2)[S:5]1(=[O:14])=[O:13])([CH3:17])[CH3:16]. The yield is 0.810.